The task is: Predict the reactants needed to synthesize the given product.. This data is from Full USPTO retrosynthesis dataset with 1.9M reactions from patents (1976-2016). (1) Given the product [CH2:1]([N:8]1[C:16]2[C:11](=[CH:12][CH:13]=[CH:14][CH:15]=2)[C:10]([C:17]([C:23]2[CH:28]=[CH:27][CH:26]=[CH:25][CH:24]=2)([OH:22])[C:18]([F:21])([F:19])[F:20])=[CH:9]1)[C:2]1[CH:3]=[CH:4][CH:5]=[CH:6][CH:7]=1, predict the reactants needed to synthesize it. The reactants are: [CH2:1]([N:8]1[C:16]2[C:11](=[CH:12][CH:13]=[CH:14][CH:15]=2)[C:10]([C:17](=[O:22])[C:18]([F:21])([F:20])[F:19])=[CH:9]1)[C:2]1[CH:7]=[CH:6][CH:5]=[CH:4][CH:3]=1.[C:23]1([Mg]Br)[CH:28]=[CH:27][CH:26]=[CH:25][CH:24]=1.[Cl-].[NH4+]. (2) Given the product [F:1][C:2]([CH3:27])([CH3:28])[CH2:3][N:4]1[CH2:5][CH2:6][CH:7]([CH2:10][O:11][C:12]2[CH:17]=[CH:16][C:15]([C:18]3[N:19]=[CH:20][C:21]([C:24]([N:29]4[CH2:33][CH2:32][CH2:31][C@H:30]4[C:34]([NH2:36])=[O:35])=[O:26])=[N:22][CH:23]=3)=[CH:14][CH:13]=2)[CH2:8][CH2:9]1, predict the reactants needed to synthesize it. The reactants are: [F:1][C:2]([CH3:28])([CH3:27])[CH2:3][N:4]1[CH2:9][CH2:8][CH:7]([CH2:10][O:11][C:12]2[CH:17]=[CH:16][C:15]([C:18]3[N:19]=[CH:20][C:21]([C:24]([OH:26])=O)=[N:22][CH:23]=3)=[CH:14][CH:13]=2)[CH2:6][CH2:5]1.[NH:29]1[CH2:33][CH2:32][CH2:31][C@H:30]1[C:34]([NH2:36])=[O:35].C(Cl)CCl.C1C=CC2N(O)N=NC=2C=1.CCN(C(C)C)C(C)C. (3) Given the product [C:57]1([CH:33]([C:27]2[CH:32]=[CH:31][CH:30]=[CH:29][CH:28]=2)[N:34]2[C:42]3[C:37](=[CH:38][CH:39]=[CH:40][CH:41]=3)[CH:36]([C:43]3[C:44]([OH:54])=[CH:45][C:46]4[O:50][CH2:49][C:48]([CH3:51])([CH3:52])[C:47]=4[CH:53]=3)[C:35]2=[O:56])[CH:58]=[CH:59][CH:60]=[CH:61][CH:62]=1, predict the reactants needed to synthesize it. The reactants are: C1(CCN2C3C(=CC=CC=3)C(O)(C3C(O)=CC4OCOC=4C=3)C2=O)CC1.[C:27]1([CH:33]([C:57]2[CH:62]=[CH:61][CH:60]=[CH:59][CH:58]=2)[N:34]2[C:42]3[C:37](=[CH:38][CH:39]=[CH:40][CH:41]=3)[C:36](O)([C:43]3[C:44]([OH:54])=[CH:45][C:46]4[O:50][CH2:49][C:48]([CH3:52])([CH3:51])[C:47]=4[CH:53]=3)[C:35]2=[O:56])[CH:32]=[CH:31][CH:30]=[CH:29][CH:28]=1. (4) Given the product [CH2:31]([N:33]([CH2:34][CH2:35][CH3:36])[C:26]([N:17]1[CH2:16][CH2:15][C:12]2([C:11](=[O:20])[N:10]([C:7]3[CH:8]=[CH:9][C:4]([O:3][C:2]([F:1])([F:21])[F:22])=[CH:5][CH:6]=3)[CH2:14][CH2:13]2)[CH2:19][CH2:18]1)=[O:25])[CH3:32], predict the reactants needed to synthesize it. The reactants are: [F:1][C:2]([F:22])([F:21])[O:3][C:4]1[CH:9]=[CH:8][C:7]([N:10]2[CH2:14][CH2:13][C:12]3([CH2:19][CH2:18][NH:17][CH2:16][CH2:15]3)[C:11]2=[O:20])=[CH:6][CH:5]=1.O=C(Cl)[O:25][C:26](Cl)(Cl)Cl.[CH2:31]([NH:33][CH2:34][CH2:35][CH3:36])[CH3:32]. (5) Given the product [CH2:34]([N:41]1[CH2:42][CH2:43][N:44]([C:1](=[NH:2])[C:3]2[CH:4]=[C:5]([NH:9][C:10](=[O:33])[NH:11][C:12]3[CH:17]=[CH:16][C:15]([S:18]([NH:21][CH2:22][C:23]4[CH:28]=[CH:27][C:26]([S:29](=[O:31])(=[O:32])[NH2:30])=[CH:25][CH:24]=4)(=[O:20])=[O:19])=[CH:14][CH:13]=3)[CH:6]=[CH:7][CH:8]=2)[CH2:45][CH2:46]1)[CH2:35][CH2:36][CH2:37][CH2:38][CH2:39][CH3:40], predict the reactants needed to synthesize it. The reactants are: [C:1]([C:3]1[CH:4]=[C:5]([NH:9][C:10](=[O:33])[NH:11][C:12]2[CH:17]=[CH:16][C:15]([S:18]([NH:21][CH2:22][C:23]3[CH:28]=[CH:27][C:26]([S:29](=[O:32])(=[O:31])[NH2:30])=[CH:25][CH:24]=3)(=[O:20])=[O:19])=[CH:14][CH:13]=2)[CH:6]=[CH:7][CH:8]=1)#[N:2].[CH2:34]([N:41]1[CH2:46][CH2:45][NH:44][CH2:43][CH2:42]1)[CH2:35][CH2:36][CH2:37][CH2:38][CH2:39][CH3:40].